This data is from Forward reaction prediction with 1.9M reactions from USPTO patents (1976-2016). The task is: Predict the product of the given reaction. (1) Given the reactants [I:1][C:2]1[N:3]=[C:4]([CH3:10])[N:5]([CH2:7][CH2:8][NH2:9])[CH:6]=1.[F:11][C:12]([F:24])([F:23])[C:13]1[CH:18]=[CH:17][C:16]([CH2:19][CH2:20][CH:21]=O)=[CH:15][CH:14]=1, predict the reaction product. The product is: [I:1][C:2]1[N:3]=[C:4]([CH3:10])[N:5]2[CH2:7][CH2:8][NH:9][CH:21]([CH2:20][CH2:19][C:16]3[CH:17]=[CH:18][C:13]([C:12]([F:11])([F:23])[F:24])=[CH:14][CH:15]=3)[C:6]=12. (2) The product is: [CH3:3][CH:2]([C:4]1[CH:5]=[CH:6][C:7]([CH2:10][CH2:11][C:12]2[C:13]([NH2:18])=[N:14][CH:15]=[CH:16][CH:17]=2)=[CH:8][CH:9]=1)[CH3:1]. Given the reactants [CH3:1][CH:2]([C:4]1[CH:9]=[CH:8][C:7]([C:10]#[C:11][C:12]2[C:13]([NH2:18])=[N:14][CH:15]=[CH:16][CH:17]=2)=[CH:6][CH:5]=1)[CH3:3], predict the reaction product. (3) Given the reactants [CH:1]1([N:5]2[CH2:10][CH2:9][CH:8]([O:11][C:12]3[CH:17]=[CH:16][C:15]([C:18]4[N:19]([CH3:30])[C:20](=[O:29])[C:21]5[CH:27]=[CH:26][NH:25][C:24](=[O:28])[C:22]=5[N:23]=4)=[CH:14][CH:13]=3)[CH2:7][CH2:6]2)[CH2:4][CH2:3][CH2:2]1.Cl[C:32]([F:37])([F:36])C([O-])=O.[Na+].C(=O)([O-])[O-].[K+].[K+], predict the reaction product. The product is: [CH:1]1([N:5]2[CH2:6][CH2:7][CH:8]([O:11][C:12]3[CH:17]=[CH:16][C:15]([C:18]4[N:19]([CH3:30])[C:20](=[O:29])[C:21]5[CH:27]=[CH:26][N:25]=[C:24]([O:28][CH:32]([F:37])[F:36])[C:22]=5[N:23]=4)=[CH:14][CH:13]=3)[CH2:9][CH2:10]2)[CH2:2][CH2:3][CH2:4]1. (4) Given the reactants [H-].[Na+].[F:3][C:4]([F:15])([F:14])[C@@H:5]([C:7]1[CH:12]=[CH:11][C:10]([F:13])=[CH:9][CH:8]=1)[OH:6].[F:16][C:17]([F:23])([F:22])[S:18](Cl)(=[O:20])=[O:19], predict the reaction product. The product is: [F:15][C:4]([F:3])([F:14])[C@H:5]([O:6][S:18]([C:17]([F:23])([F:22])[F:16])(=[O:20])=[O:19])[C:7]1[CH:8]=[CH:9][C:10]([F:13])=[CH:11][CH:12]=1. (5) The product is: [C:33]([NH:32][C:31]([C:11]1[C:12]2[C:13](=[N:14][CH:15]=[C:16]([C:18]3[C:26]4[C:21](=[CH:22][CH:23]=[C:24]([CH:27]([CH3:28])[CH3:29])[CH:25]=4)[N:20]([CH3:30])[N:19]=3)[N:17]=2)[NH:9][CH:10]=1)=[O:37])([CH3:36])([CH3:35])[CH3:34]. Given the reactants C(OC[N:9]1[C:13]2=[N:14][CH:15]=[C:16]([C:18]3[C:26]4[C:21](=[CH:22][CH:23]=[C:24]([CH:27]([CH3:29])[CH3:28])[CH:25]=4)[N:20]([CH3:30])[N:19]=3)[N:17]=[C:12]2[C:11]([C:31](=[O:37])[NH:32][C:33]([CH3:36])([CH3:35])[CH3:34])=[CH:10]1)(=O)C(C)(C)C.[OH-].[K+].Cl, predict the reaction product.